Dataset: Forward reaction prediction with 1.9M reactions from USPTO patents (1976-2016). Task: Predict the product of the given reaction. (1) Given the reactants [H-].[Na+].Cl.[NH2:4][C:5]([NH2:7])=[NH:6].[CH:8]([C:20](OCC)=O)([C:15](OCC)=O)[CH2:9][C:10]([O:12][CH2:13][CH3:14])=[O:11], predict the reaction product. The product is: [NH2:6][C:5]1[NH:7][CH2:15][CH:8]([CH2:9][C:10]([O:12][CH2:13][CH3:14])=[O:11])[CH2:20][N:4]=1. (2) Given the reactants [F:1][C:2]([F:54])([F:53])[C:3]1[CH:4]=[C:5]([C:13]([CH3:52])([CH3:51])[C:14]([N:16]([C:18]2[CH:19]=[N:20][C:21]([N:32]3[C@H:41]([CH2:42][O:43][Si:44]([C:47]([CH3:50])([CH3:49])[CH3:48])([CH3:46])[CH3:45])[CH2:40][N:39]4[C@H:34]([CH2:35][O:36][CH2:37][CH2:38]4)[CH2:33]3)=[CH:22][C:23]=2[C:24]2[CH:29]=[CH:28][CH:27]=[CH:26][C:25]=2[CH:30]=[O:31])[CH3:17])=[O:15])[CH:6]=[C:7]([C:9]([F:12])([F:11])[F:10])[CH:8]=1.[BH4-].[Na+], predict the reaction product. The product is: [F:54][C:2]([F:1])([F:53])[C:3]1[CH:4]=[C:5]([C:13]([CH3:52])([CH3:51])[C:14]([N:16]([C:18]2[CH:19]=[N:20][C:21]([N:32]3[C@H:41]([CH2:42][O:43][Si:44]([C:47]([CH3:48])([CH3:50])[CH3:49])([CH3:45])[CH3:46])[CH2:40][N:39]4[C@H:34]([CH2:35][O:36][CH2:37][CH2:38]4)[CH2:33]3)=[CH:22][C:23]=2[C:24]2[CH:29]=[CH:28][CH:27]=[CH:26][C:25]=2[CH2:30][OH:31])[CH3:17])=[O:15])[CH:6]=[C:7]([C:9]([F:10])([F:12])[F:11])[CH:8]=1. (3) Given the reactants [CH2:1]([NH:8][C:9]([N:11]1[CH2:16][CH2:15][C:14](=[O:17])[N:13]2[C@@H:18]([CH2:34][C:35]3[CH:40]=[CH:39][C:38]([OH:41])=[CH:37][CH:36]=3)[C:19](=[O:33])[N:20]([CH2:22][C:23]3[C:32]4[C:27](=[CH:28][CH:29]=[CH:30][CH:31]=4)[CH:26]=[CH:25][CH:24]=3)[CH2:21][CH:12]12)=[O:10])[C:2]1[CH:7]=[CH:6][CH:5]=[CH:4][CH:3]=1.[CH2:42]1COCC1.[C:47](Cl)(=[O:63])[CH2:48][CH2:49][CH2:50][CH2:51][CH2:52][CH2:53][CH2:54][CH2:55][CH2:56][CH2:57][CH2:58][CH2:59][CH2:60][CH2:61][CH3:62].C(N(CC)CC)C, predict the reaction product. The product is: [C:47]([O:41][C:38]1[CH:37]=[CH:36][C:35]([CH2:34][C@@H:18]2[N:13]3[C:14](=[O:17])[CH2:15][CH2:16][N:11]([C:9](=[O:10])[NH:8][CH2:1][C:2]4[CH:7]=[CH:6][CH:5]=[CH:4][CH:3]=4)[CH:12]3[C@H:21]([CH3:42])[N:20]([CH2:22][C:23]3[C:32]4[C:27](=[CH:28][CH:29]=[CH:30][CH:31]=4)[CH:26]=[CH:25][CH:24]=3)[C:19]2=[O:33])=[CH:40][CH:39]=1)(=[O:63])[CH2:48][CH2:49][CH2:50][CH2:51][CH2:52][CH2:53][CH2:54][CH2:55][CH2:56][CH2:57][CH2:58][CH2:59][CH2:60][CH2:61][CH3:62]. (4) Given the reactants [CH2:1]([N:8]1[CH2:16][CH2:15][C:11]2([CH2:14][NH:13][CH2:12]2)[CH2:10][CH2:9]1)[C:2]1[CH:7]=[CH:6][CH:5]=[CH:4][CH:3]=1.[F:17][C:18]1[CH:23]=[CH:22][C:21]([C:24]2([C:34]3[CH:39]=[CH:38][C:37]([F:40])=[CH:36][CH:35]=3)[CH2:28][CH2:27][N:26]([CH2:29][C:30](O)=[O:31])[C:25]2=[O:33])=[CH:20][CH:19]=1.C(N=C=NCCCN(C)C)C.CN1CCOCC1, predict the reaction product. The product is: [CH2:1]([N:8]1[CH2:9][CH2:10][C:11]2([CH2:14][N:13]([C:30](=[O:31])[CH2:29][N:26]3[CH2:27][CH2:28][C:24]([C:21]4[CH:22]=[CH:23][C:18]([F:17])=[CH:19][CH:20]=4)([C:34]4[CH:35]=[CH:36][C:37]([F:40])=[CH:38][CH:39]=4)[C:25]3=[O:33])[CH2:12]2)[CH2:15][CH2:16]1)[C:2]1[CH:3]=[CH:4][CH:5]=[CH:6][CH:7]=1.